From a dataset of Catalyst prediction with 721,799 reactions and 888 catalyst types from USPTO. Predict which catalyst facilitates the given reaction. (1) Reactant: [O:1]1[C:5]([C:6]2[CH:11]=[CH:10][C:9]([C:12](=[O:14])[CH3:13])=[CH:8][CH:7]=2)=[CH:4][N:3]=[CH:2]1.C(N(CC)CC)C.[Br:22][Si](C)(C)C. Product: [Br:22][CH2:13][C:12]([C:9]1[CH:8]=[CH:7][C:6]([C:5]2[O:1][CH:2]=[N:3][CH:4]=2)=[CH:11][CH:10]=1)=[O:14]. The catalyst class is: 4. (2) Reactant: [OH-].[Na+].CO.C([O:7][C:8]([C:10]1[C:14]([C:15]2[CH:20]=[CH:19][C:18]([Cl:21])=[CH:17][CH:16]=2)=[CH:13][S:12][C:11]=1[N:22]1[C:30](=[O:31])[C:29]2[C:24](=[CH:25][CH:26]=[CH:27][CH:28]=2)[C:23]1=[O:32])=[O:9])C.Cl. Product: [Cl:21][C:18]1[CH:19]=[CH:20][C:15]([C:14]2[C:10]([C:8]([OH:9])=[O:7])=[C:11]([N:22]3[C:30](=[O:31])[C:29]4[C:24](=[CH:25][CH:26]=[CH:27][CH:28]=4)[C:23]3=[O:32])[S:12][CH:13]=2)=[CH:16][CH:17]=1. The catalyst class is: 6.